This data is from Catalyst prediction with 721,799 reactions and 888 catalyst types from USPTO. The task is: Predict which catalyst facilitates the given reaction. (1) Reactant: C(OC([NH:8][C:9]1[S:13][C:12]([C:14]2[CH:29]=[CH:28][C:17]([C:18]([O:20][CH2:21][C:22]3[CH:27]=[CH:26][CH:25]=[CH:24][CH:23]=3)=[O:19])=[CH:16][CH:15]=2)=[CH:11][C:10]=1[C:30]([N:32]1[CH2:37][CH2:36][CH:35]([N:38]2[CH2:50][CH2:49][CH2:48][C:40]3([C:44](=[O:45])[O:43][C:42]([CH3:47])([CH3:46])[CH2:41]3)[CH2:39]2)[CH2:34][CH2:33]1)=[O:31])=O)(C)(C)C.C(=O)([O-])O.[Na+]. Product: [NH2:8][C:9]1[S:13][C:12]([C:14]2[CH:15]=[CH:16][C:17]([C:18]([O:20][CH2:21][C:22]3[CH:23]=[CH:24][CH:25]=[CH:26][CH:27]=3)=[O:19])=[CH:28][CH:29]=2)=[CH:11][C:10]=1[C:30]([N:32]1[CH2:33][CH2:34][CH:35]([N:38]2[CH2:50][CH2:49][CH2:48][C:40]3([C:44](=[O:45])[O:43][C:42]([CH3:47])([CH3:46])[CH2:41]3)[CH2:39]2)[CH2:36][CH2:37]1)=[O:31]. The catalyst class is: 55. (2) Reactant: Cl[C:2]([C:13]1[N:14]=[C:15]([CH3:31])[N:16]([C:19]2[CH:24]=[CH:23][C:22]([O:25][CH3:26])=[C:21]([C:27]([F:30])([F:29])[F:28])[CH:20]=2)[C:17]=1[CH3:18])=[C:3]([C:6]1[CH:11]=[CH:10][N:9]=[C:8]([Cl:12])[CH:7]=1)C=O.CC(C)([O-])C.[K+].O. Product: [Cl:12][C:8]1[CH:7]=[C:6]([C:3]#[C:2][C:13]2[N:14]=[C:15]([CH3:31])[N:16]([C:19]3[CH:24]=[CH:23][C:22]([O:25][CH3:26])=[C:21]([C:27]([F:30])([F:28])[F:29])[CH:20]=3)[C:17]=2[CH3:18])[CH:11]=[CH:10][N:9]=1. The catalyst class is: 1. (3) Reactant: [F:1][C:2]1[CH:7]=[CH:6][C:5]([CH2:8][O:9][C:10]2[CH:19]=[CH:18][C:17](/[CH:20]=[CH:21]\[CH:22]=O)=[CH:16][C:11]=2[C:12]([O:14][CH3:15])=[O:13])=[CH:4][CH:3]=1.[NH:24]1[CH2:29][CH2:28][O:27][CH2:26][CH2:25]1.C(O)(=O)C.C(O[BH-](OC(=O)C)OC(=O)C)(=O)C.[Na+].C([O-])(O)=O.[Na+]. Product: [F:1][C:2]1[CH:3]=[CH:4][C:5]([CH2:8][O:9][C:10]2[CH:19]=[CH:18][C:17](/[CH:20]=[CH:21]\[CH2:22][N:24]3[CH2:29][CH2:28][O:27][CH2:26][CH2:25]3)=[CH:16][C:11]=2[C:12]([O:14][CH3:15])=[O:13])=[CH:6][CH:7]=1. The catalyst class is: 417. (4) Reactant: [F:1][C:2]1[CH:40]=[CH:39][C:5]([C:6]([NH:8][C@:9]([C:31]2[CH:36]=[CH:35][C:34]([F:37])=[C:33]([OH:38])[CH:32]=2)([C:17]2[CH:22]=[C:21]([O:23][C:24]([F:29])([F:28])[CH:25]([F:27])[F:26])[CH:20]=[C:19]([F:30])[CH:18]=2)[CH2:10][C:11]2[CH:16]=[CH:15][CH:14]=[CH:13][CH:12]=2)=[O:7])=[CH:4][C:3]=1[C:41]([F:44])([F:43])[F:42].[C:45](OC(O[C:45]([CH3:48])([CH3:47])[CH3:46])N(C)C)([CH3:48])([CH3:47])[CH3:46]. Product: [C:45]([O:38][C:33]1[CH:32]=[C:31]([C@@:9]([NH:8][C:6](=[O:7])[C:5]2[CH:39]=[CH:40][C:2]([F:1])=[C:3]([C:41]([F:44])([F:43])[F:42])[CH:4]=2)([C:17]2[CH:22]=[C:21]([O:23][C:24]([F:28])([F:29])[CH:25]([F:27])[F:26])[CH:20]=[C:19]([F:30])[CH:18]=2)[CH2:10][C:11]2[CH:16]=[CH:15][CH:14]=[CH:13][CH:12]=2)[CH:36]=[CH:35][C:34]=1[F:37])([CH3:48])([CH3:47])[CH3:46]. The catalyst class is: 3. (5) Reactant: Cl[C:2]1[CH:7]=[C:6]([O:8][C:9]2[CH:10]=[CH:11][C:12]([N:16]3[C:20](=[O:21])[NH:19][C:18]([C:22]4[CH:27]=[CH:26][C:25]([F:28])=[CH:24][CH:23]=4)=[N:17]3)=[N:13][C:14]=2[CH3:15])[CH:5]=[CH:4][N:3]=1.[CH3:29][N:30]1[CH:34]=[C:33](B2OC(C)(C)C(C)(C)O2)[CH:32]=[N:31]1.C([O-])([O-])=O.[K+].[K+]. Product: [F:28][C:25]1[CH:26]=[CH:27][C:22]([C:18]2[NH:19][C:20](=[O:21])[N:16]([C:12]3[CH:11]=[CH:10][C:9]([O:8][C:6]4[CH:5]=[CH:4][N:3]=[C:2]([C:33]5[CH:32]=[N:31][N:30]([CH3:29])[CH:34]=5)[CH:7]=4)=[C:14]([CH3:15])[N:13]=3)[N:17]=2)=[CH:23][CH:24]=1. The catalyst class is: 70. (6) Reactant: [Br:1][C:2]1[CH:7]=[CH:6][C:5]([N:8]([CH3:15])[CH2:9][CH2:10][CH2:11][N:12]([CH3:14])[CH3:13])=[C:4]([N+:16]([O-])=O)[CH:3]=1.Cl[Sn]Cl.CCOC(C)=O.C(=O)(O)[O-].[Na+]. Product: [Br:1][C:2]1[CH:3]=[C:4]([NH2:16])[C:5]([N:8]([CH2:9][CH2:10][CH2:11][N:12]([CH3:14])[CH3:13])[CH3:15])=[CH:6][CH:7]=1. The catalyst class is: 14.